From a dataset of Catalyst prediction with 721,799 reactions and 888 catalyst types from USPTO. Predict which catalyst facilitates the given reaction. (1) Reactant: [Cl:1][C:2]1[CH:27]=[CH:26][C:5]2[N:6]3[C:10]([CH2:11][NH:12][CH2:13][C:4]=2[CH:3]=1)=[N:9][N:8]=[C:7]3[C@H:14]1[CH2:19][CH2:18][C@H:17]([C:20]2[CH:24]=[C:23]([CH3:25])[O:22][N:21]=2)[CH2:16][CH2:15]1.C(=O)([O-])[O-].[Cs+].[Cs+].[CH3:34][O:35][CH2:36][CH2:37]Br. Product: [Cl:1][C:2]1[CH:27]=[CH:26][C:5]2[N:6]3[C:10]([CH2:11][N:12]([CH2:37][CH2:36][O:35][CH3:34])[CH2:13][C:4]=2[CH:3]=1)=[N:9][N:8]=[C:7]3[C@H:14]1[CH2:15][CH2:16][C@H:17]([C:20]2[CH:24]=[C:23]([CH3:25])[O:22][N:21]=2)[CH2:18][CH2:19]1. The catalyst class is: 10. (2) Reactant: Cl.[NH2:2][C@@H:3]1[CH2:8][CH2:7][C@H:6]([OH:9])[CH2:5][CH2:4]1.CO.[O:12](C(OC(C)(C)C)=O)[C:13]([O:15][C:16]([CH3:19])([CH3:18])[CH3:17])=O. Product: [OH:9][C@@H:6]1[CH2:7][CH2:8][C@H:3]([NH:2][C:13](=[O:12])[O:15][C:16]([CH3:19])([CH3:18])[CH3:17])[CH2:4][CH2:5]1. The catalyst class is: 258. (3) Reactant: Cl.[F:2][C:3]1[CH:8]=[CH:7][C:6]([NH:9][NH2:10])=[CH:5][CH:4]=1.[F:11][C:12]([F:30])([F:29])[C:13](=O)[CH2:14][C:15]([C:17]1[CH:27]=[CH:26][C:20]2[S:21][CH2:22][C:23](=[O:25])[NH:24][C:19]=2[CH:18]=1)=O. Product: [F:2][C:3]1[CH:8]=[CH:7][C:6]([N:9]2[C:15]([C:17]3[CH:27]=[CH:26][C:20]4[S:21][CH2:22][C:23](=[O:25])[NH:24][C:19]=4[CH:18]=3)=[CH:14][C:13]([C:12]([F:30])([F:29])[F:11])=[N:10]2)=[CH:5][CH:4]=1. The catalyst class is: 66. (4) Reactant: Cl[C:2]1[C:7]([C:8]([O:10][CH2:11][CH3:12])=[O:9])=[CH:6][N:5]=[C:4]([S:13][CH3:14])[N:3]=1.Cl.[CH3:16][O:17][C:18](=[O:36])[CH:19]([NH2:35])[CH2:20][C:21]1[CH:26]=[C:25]([C:27]([F:30])([F:29])[F:28])[CH:24]=[C:23]([C:31]([F:34])([F:33])[F:32])[CH:22]=1.C(N(CC)CC)C.O. Product: [F:28][C:27]([F:29])([F:30])[C:25]1[CH:26]=[C:21]([CH2:20][CH:19]([NH:35][C:2]2[C:7]([C:8]([O:10][CH2:11][CH3:12])=[O:9])=[CH:6][N:5]=[C:4]([S:13][CH3:14])[N:3]=2)[C:18]([O:17][CH3:16])=[O:36])[CH:22]=[C:23]([C:31]([F:34])([F:32])[F:33])[CH:24]=1. The catalyst class is: 9.